From a dataset of Catalyst prediction with 721,799 reactions and 888 catalyst types from USPTO. Predict which catalyst facilitates the given reaction. The catalyst class is: 2. Product: [C:1]([O:5][C:6]([N:8]1[C:12]([NH:13][C:14](=[O:21])[CH:15]([CH3:20])[CH2:16][CH2:17][CH2:18][N:40]2[CH2:41][CH2:42][CH2:43][N:37]([C:44](=[O:46])[CH3:45])[CH2:38][CH2:39]2)=[CH:11][C:10]([C:22]2[CH:27]=[CH:26][C:25]([O:28][CH3:29])=[CH:24][CH:23]=2)=[N:9]1)=[O:7])([CH3:4])([CH3:3])[CH3:2]. Reactant: [C:1]([O:5][C:6]([N:8]1[C:12]([NH:13][C:14](=[O:21])[CH:15]([CH3:20])[CH2:16][CH2:17][CH2:18]Br)=[CH:11][C:10]([C:22]2[CH:27]=[CH:26][C:25]([O:28][CH3:29])=[CH:24][CH:23]=2)=[N:9]1)=[O:7])([CH3:4])([CH3:3])[CH3:2].C(N(CC)CC)C.[N:37]1([C:44](=[O:46])[CH3:45])[CH2:43][CH2:42][CH2:41][NH:40][CH2:39][CH2:38]1.C([O-])(O)=O.[Na+].